Task: Predict the reactants needed to synthesize the given product.. Dataset: Full USPTO retrosynthesis dataset with 1.9M reactions from patents (1976-2016) Given the product [Br:1][C:2]1[C:3]([F:20])=[CH:4][C:5]2[O:11][CH2:10][CH2:9][N:8]3[C:12]([C:31]4[CH:32]=[N:28][NH:29][CH:30]=4)=[C:13]([C:15]([NH2:17])=[O:16])[N:14]=[C:7]3[C:6]=2[CH:19]=1, predict the reactants needed to synthesize it. The reactants are: [Br:1][C:2]1[C:3]([F:20])=[CH:4][C:5]2[O:11][CH2:10][CH2:9][N:8]3[C:12](I)=[C:13]([C:15]([NH2:17])=[O:16])[N:14]=[C:7]3[C:6]=2[CH:19]=1.C([N:28]1[CH:32]=[C:31](B2OC(C)(C)C(C)(C)O2)[CH:30]=[N:29]1)(OC(C)(C)C)=O.O.